From a dataset of Forward reaction prediction with 1.9M reactions from USPTO patents (1976-2016). Predict the product of the given reaction. (1) Given the reactants I[C:2]1[CH:3]=[C:4]([C:8]2[N:9]=[CH:10][N:11]([CH3:23])[C:12]=2[C:13]2[S:22][C:16]3[N:17]=[CH:18][N:19]=[C:20]([NH2:21])[C:15]=3[CH:14]=2)[CH:5]=[CH:6][CH:7]=1.[C:24](=[O:31])([O:26][C:27]([CH3:30])([CH3:29])[CH3:28])[NH2:25].CNCCNC.P([O-])([O-])([O-])=O.[K+].[K+].[K+], predict the reaction product. The product is: [C:27]([O:26][C:24](=[O:31])[NH:25][C:2]1[CH:7]=[CH:6][CH:5]=[C:4]([C:8]2[N:9]=[CH:10][N:11]([CH3:23])[C:12]=2[C:13]2[S:22][C:16]3[N:17]=[CH:18][N:19]=[C:20]([NH2:21])[C:15]=3[CH:14]=2)[CH:3]=1)([CH3:30])([CH3:29])[CH3:28]. (2) Given the reactants C(OP(O[CH2:10][C:11]1[O:15][N:14]=[C:13]([C:16]([O:18][CH2:19][CH3:20])=[O:17])[CH:12]=1)(OCC)=O)C.[Cl:21][C:22]1[CH:27]=[CH:26][CH:25]=[CH:24][C:23]=1B(O)O.C(=O)([O-])[O-].[K+].[K+].C1(P(C2C=CC=CC=2)C2C=CC=CC=2)C=CC=CC=1, predict the reaction product. The product is: [Cl:21][C:22]1[CH:27]=[CH:26][CH:25]=[CH:24][C:23]=1[CH2:10][C:11]1[O:15][N:14]=[C:13]([C:16]([O:18][CH2:19][CH3:20])=[O:17])[CH:12]=1. (3) Given the reactants Br[C:2]1[CH:3]=[C:4]([C:9]([OH:11])=O)[CH:5]=[N:6][C:7]=1Cl.[OH:12][CH2:13][CH2:14][CH2:15][CH2:16][C:17]([NH2:19])=[O:18].[Cl:20][C:21]1[CH:26]=[CH:25][C:24](B(O)O)=[CH:23][CH:22]=1.Cl.[NH2:31][C@@H:32]1[CH2:37][CH2:36][CH2:35][CH2:34][C@H:33]1[OH:38], predict the reaction product. The product is: [C:17]([CH2:16][CH2:15][CH2:14][CH2:13][O:12][C:7]1[C:2]([C:24]2[CH:25]=[CH:26][C:21]([Cl:20])=[CH:22][CH:23]=2)=[CH:3][C:4]([C:9]([NH:31][C@@H:32]2[CH2:37][CH2:36][CH2:35][CH2:34][C@H:33]2[OH:38])=[O:11])=[CH:5][N:6]=1)(=[O:18])[NH2:19]. (4) Given the reactants C([O:3][C:4](=[O:46])[CH2:5][CH2:6][CH2:7][O:8][C:9]1[CH:14]=[CH:13][CH:12]=[C:11]([CH2:15][CH2:16][CH2:17][CH2:18][CH2:19][CH2:20][O:21][C:22]2[CH:27]=[C:26]([C:28]3[CH:32]=[CH:31][S:30][CH:29]=3)[CH:25]=[C:24]([C:33]3[CH:38]=[CH:37][N:36]=[CH:35][CH:34]=3)[CH:23]=2)[C:10]=1[CH2:39][CH2:40][C:41]([O:43]CC)=[O:42])C.[OH-].[Na+], predict the reaction product. The product is: [C:41]([CH2:40][CH2:39][C:10]1[C:11]([CH2:15][CH2:16][CH2:17][CH2:18][CH2:19][CH2:20][O:21][C:22]2[CH:27]=[C:26]([C:28]3[CH:32]=[CH:31][S:30][CH:29]=3)[CH:25]=[C:24]([C:33]3[CH:34]=[CH:35][N:36]=[CH:37][CH:38]=3)[CH:23]=2)=[CH:12][CH:13]=[CH:14][C:9]=1[O:8][CH2:7][CH2:6][CH2:5][C:4]([OH:46])=[O:3])([OH:43])=[O:42]. (5) Given the reactants [Br:1][C:2]1[CH:3]=[CH:4][C:5]([CH2:8][S:9]([CH3:12])(=[O:11])=[O:10])=[N:6][CH:7]=1.Br[CH2:14][CH2:15]Br, predict the reaction product. The product is: [Br:1][C:2]1[CH:3]=[CH:4][C:5]([C:8]2([S:9]([CH3:12])(=[O:11])=[O:10])[CH2:15][CH2:14]2)=[N:6][CH:7]=1. (6) The product is: [F:1][C:2]1[CH:3]=[C:4]([C:9]2([O:16][CH3:17])[CH2:13][CH2:12][N+:11]([O-:23])([CH2:14][CH3:15])[CH2:10]2)[CH:5]=[CH:6][C:7]=1[F:8]. Given the reactants [F:1][C:2]1[CH:3]=[C:4]([C:9]2([O:16][CH3:17])[CH2:13][CH2:12][N:11]([CH2:14][CH3:15])[CH2:10]2)[CH:5]=[CH:6][C:7]=1[F:8].ClC1C=C(C=CC=1)C(OO)=[O:23], predict the reaction product. (7) Given the reactants CN(C)CCN(C)C.[C:9]1([Mg]Br)[CH:14]=[CH:13][CH:12]=[CH:11][CH:10]=1.[CH3:17][S:18]([N:21]1[CH2:26][CH2:25][CH:24]([CH2:27][CH:28]=[CH:29][N:30]2[C@H:34]([C:35]3[CH:40]=[CH:39][CH:38]=[CH:37][CH:36]=3)[C@H:33]([CH3:41])[N:32]([CH3:42])[C:31]2=[O:43])[CH2:23][CH2:22]1)(=[O:20])=[O:19].[O-:44]S(C(F)(F)F)(=O)=O.C([B+]CCCC)CCC, predict the reaction product. The product is: [C:9]1([CH:27]([CH:24]2[CH2:25][CH2:26][N:21]([S:18]([CH3:17])(=[O:19])=[O:20])[CH2:22][CH2:23]2)[CH2:28][C:29]([N:30]2[C@H:34]([C:35]3[CH:36]=[CH:37][CH:38]=[CH:39][CH:40]=3)[C@H:33]([CH3:41])[N:32]([CH3:42])[C:31]2=[O:43])=[O:44])[CH:14]=[CH:13][CH:12]=[CH:11][CH:10]=1. (8) Given the reactants [F:1][C:2]([F:7])([F:6])[C:3]([OH:5])=[O:4].[F:8][C:9]([F:14])([F:13])[C:10]([OH:12])=[O:11].FC(F)(F)C(O)=O.[Cl:22][C:23]1[CH:24]=[N:25][C:26]2[NH:27][C:28]3[CH:29]=[N:30][CH:31]=[C:32]([CH:54]=3)[CH2:33][CH2:34][C:35]3[CH:43]=[C:39]([NH:40][C:41]=1[N:42]=2)[CH:38]=[CH:37][C:36]=3[NH:44][C:45](=[O:53])[CH2:46][CH:47]1[CH2:52][CH2:51][NH:50][CH2:49][CH2:48]1.[N:55]([C:58]1[CH:63]=[CH:62][C:61]([CH3:64])=[CH:60][CH:59]=1)=[C:56]=[O:57], predict the reaction product. The product is: [F:1][C:2]([F:7])([F:6])[C:3]([OH:5])=[O:4].[F:8][C:9]([F:14])([F:13])[C:10]([OH:12])=[O:11].[Cl:22][C:23]1[CH:24]=[N:25][C:26]2[NH:27][C:28]3[CH:29]=[N:30][CH:31]=[C:32]([CH:54]=3)[CH2:33][CH2:34][C:35]3[CH:43]=[C:39]([NH:40][C:41]=1[N:42]=2)[CH:38]=[CH:37][C:36]=3[NH:44][C:45](=[O:53])[CH2:46][CH:47]1[CH2:52][CH2:51][N:50]([C:56]([NH:55][C:58]2[CH:63]=[CH:62][C:61]([CH3:64])=[CH:60][CH:59]=2)=[O:57])[CH2:49][CH2:48]1. (9) The product is: [CH3:8][C:7]1[CH:6]=[CH:5][C:4]2[C:9](=[CH:10][CH:11]=[C:12]([O:13][C@H:14]3[CH2:15][CH2:16][C@@H:17]([C:20]([F:21])([F:22])[F:23])[CH2:18][CH2:19]3)[C:3]=2[C:2]([F:1])([F:26])[F:27])[N:34]=1. Given the reactants [F:1][C:2]([F:27])([F:26])[C:3]1[C:12]([O:13][C@H:14]2[CH2:19][CH2:18][C@@H:17]([C:20]([F:23])([F:22])[F:21])[CH2:16][CH2:15]2)=[CH:11][CH:10]=[C:9]2[C:4]=1[CH:5]=[CH:6][C:7](C=O)=[CH:8]2.IC1C(O[C@H]2CC[C@@H](C(F)(F)F)CC2)=CC=C2C=1C=CC(C)=[N:34]2, predict the reaction product. (10) Given the reactants [NH2:1][C:2]1[CH:9]=[CH:8][CH:7]=[CH:6][C:3]=1CN.Cl[C:11]1[NH:12]C2C=C(OC)C=CC=2[N:15]=1, predict the reaction product. The product is: [N:1]1[C:2]2[CH:9]=[CH:8][CH:7]=[CH:6][C:3]=2[NH:12][C:11]=1[NH2:15].